Dataset: Full USPTO retrosynthesis dataset with 1.9M reactions from patents (1976-2016). Task: Predict the reactants needed to synthesize the given product. (1) Given the product [Cl:13][C:7]1[CH:8]=[C:9]([Cl:12])[CH:10]=[CH:11][C:6]=1[NH:5][C:3](=[O:4])[CH2:2][N:20]([CH2:21][C:22]1[CH:38]=[CH:37][C:25]([O:26][C:27]([CH3:36])([CH3:35])[C:28]([O:30][C:31]([CH3:32])([CH3:33])[CH3:34])=[O:29])=[C:24]([CH3:39])[CH:23]=1)[CH:14]1[CH2:19][CH2:18][CH2:17][CH2:16][CH2:15]1, predict the reactants needed to synthesize it. The reactants are: Br[CH2:2][C:3]([NH:5][C:6]1[CH:11]=[CH:10][C:9]([Cl:12])=[CH:8][C:7]=1[Cl:13])=[O:4].[CH:14]1([NH:20][CH2:21][C:22]2[CH:38]=[CH:37][C:25]([O:26][C:27]([CH3:36])([CH3:35])[C:28]([O:30][C:31]([CH3:34])([CH3:33])[CH3:32])=[O:29])=[C:24]([CH3:39])[CH:23]=2)[CH2:19][CH2:18][CH2:17][CH2:16][CH2:15]1.C(=O)(O)[O-].[Na+]. (2) Given the product [Br:1][C:2]1[CH:3]=[C:4]([C:13]2[N:17]([C:18]3[CH:23]=[CH:22][N:21]=[C:20]([C:24]([F:26])([F:27])[F:25])[CH:19]=3)[N:16]=[C:15]([C:28]([N:59]3[CH2:63][C:62](=[O:51])[NH:61][CH2:60]3)=[O:29])[CH:14]=2)[CH:5]=[C:6]([O:8][C:9]([F:10])([F:11])[F:12])[CH:7]=1, predict the reactants needed to synthesize it. The reactants are: [Br:1][C:2]1[CH:3]=[C:4]([C:13]2[N:17]([C:18]3[CH:23]=[CH:22][N:21]=[C:20]([C:24]([F:27])([F:26])[F:25])[CH:19]=3)[N:16]=[C:15]([C:28](O)=[O:29])[CH:14]=2)[CH:5]=[C:6]([O:8][C:9]([F:12])([F:11])[F:10])[CH:7]=1.ClC1C=C(C2N(C3C=CC=CN=3)N=C(C(N3CC(=O)NC3)=[O:51])C=2)C=C(F)C=1.Cl.[NH:59]1[CH:63]=[CH:62][NH:61][C:60]1=O. (3) Given the product [F:21][C@@H:19]1[CH2:20][N:16]([C:14](=[O:15])[CH2:13][NH:12][C:7]23[CH2:10][CH2:11][C:4]([C:1]([NH:24][C:25]4[CH:26]=[CH:27][C:28]([CH:31]=[CH:32][C:33]5[CH:34]=[CH:35][CH:36]=[CH:37][CH:38]=5)=[CH:29][CH:30]=4)=[O:2])([CH2:5][CH2:6]2)[CH2:9][CH2:8]3)[C@H:17]([C:22]#[N:23])[CH2:18]1, predict the reactants needed to synthesize it. The reactants are: [C:1]([C:4]12[CH2:11][CH2:10][C:7]([NH:12][CH2:13][C:14]([N:16]3[CH2:20][C@@H:19]([F:21])[CH2:18][C@H:17]3[C:22]#[N:23])=[O:15])([CH2:8][CH2:9]1)[CH2:6][CH2:5]2)(O)=[O:2].[NH2:24][C:25]1[CH:30]=[CH:29][C:28]([CH:31]=[CH:32][C:33]2[CH:38]=[CH:37][CH:36]=[CH:35][CH:34]=2)=[CH:27][CH:26]=1. (4) The reactants are: Cl[C:2]1[C:11]2=[N:12][N:13](CC3C=CC(OC)=CC=3)[CH:14]=[C:10]2[C:9]2[CH:8]=[C:7]([O:24][CH3:25])[CH:6]=[CH:5][C:4]=2[N:3]=1.[N:26]1[S:27][N:28]=[C:29]2[CH:34]=[C:33]([NH2:35])[CH:32]=[CH:31][C:30]=12.Cl. Given the product [N:26]1[S:27][N:28]=[C:29]2[CH:34]=[C:33]([NH:35][C:2]3[C:11]4=[N:12][NH:13][CH:14]=[C:10]4[C:9]4[CH:8]=[C:7]([O:24][CH3:25])[CH:6]=[CH:5][C:4]=4[N:3]=3)[CH:32]=[CH:31][C:30]=12, predict the reactants needed to synthesize it.